From a dataset of Reaction yield outcomes from USPTO patents with 853,638 reactions. Predict the reaction yield, written as a fraction of the theoretical maximum amount of product (1.0 means a 100% yield; for example, 0.34 means a 34% yield). (1) The catalyst is [Pd].CO. The reactants are [CH2:1]([N:3]1[CH2:8][CH2:7][N:6]([CH2:9][C:10]2[CH:15]=[CH:14][C:13]([N+:16]([O-])=O)=[CH:12][C:11]=2[C:19]([F:22])([F:21])[F:20])[CH2:5][CH2:4]1)[CH3:2]. The product is [CH2:1]([N:3]1[CH2:8][CH2:7][N:6]([CH2:9][C:10]2[CH:15]=[CH:14][C:13]([NH2:16])=[CH:12][C:11]=2[C:19]([F:22])([F:20])[F:21])[CH2:5][CH2:4]1)[CH3:2]. The yield is 0.990. (2) The reactants are [O:1]1[CH:5]=[CH:4][CH:3]=[C:2]1[CH2:6][O:7][C:8]1[CH:15]=[CH:14][C:11]([CH:12]=O)=[CH:10][CH:9]=1.[C:16]12([NH2:26])[CH2:25][CH:20]3[CH2:21][CH:22]([CH2:24][CH:18]([CH2:19]3)[CH2:17]1)[CH2:23]2. No catalyst specified. The product is [C:16]12([NH:26][CH2:12][C:11]3[CH:14]=[CH:15][C:8]([O:7][CH2:6][C:2]4[O:1][CH:5]=[CH:4][CH:3]=4)=[CH:9][CH:10]=3)[CH2:23][CH:22]3[CH2:21][CH:20]([CH2:19][CH:18]([CH2:24]3)[CH2:17]1)[CH2:25]2. The yield is 0.690. (3) The reactants are [CH2:1]([O:8][C:9]1[CH:18]=[C:17]2[C:12]([C:13]([O:19][C:20]3[C:26]([CH3:27])=[CH:25][C:23]([NH2:24])=[C:22]([CH3:28])[CH:21]=3)=[CH:14][CH:15]=[N:16]2)=[CH:11][C:10]=1[O:29][CH3:30])[C:2]1[CH:7]=[CH:6][CH:5]=[CH:4][CH:3]=1.[F:31][C:32]1[CH:37]=[C:36]([F:38])[CH:35]=[CH:34][C:33]=1[N:39]=[C:40]=[O:41]. The catalyst is C(Cl)(Cl)Cl. The product is [CH2:1]([O:8][C:9]1[CH:18]=[C:17]2[C:12]([C:13]([O:19][C:20]3[C:26]([CH3:27])=[CH:25][C:23]([NH:24][C:40]([NH:39][C:33]4[CH:34]=[CH:35][C:36]([F:38])=[CH:37][C:32]=4[F:31])=[O:41])=[C:22]([CH3:28])[CH:21]=3)=[CH:14][CH:15]=[N:16]2)=[CH:11][C:10]=1[O:29][CH3:30])[C:2]1[CH:3]=[CH:4][CH:5]=[CH:6][CH:7]=1. The yield is 0.880. (4) The reactants are C(OC([N:11]1[CH2:15][CH:14]([CH3:16])[CH2:13][C@H:12]1[CH2:17][C:18](=[O:25])[CH2:19][C:20](OCC)=O)=O)C1C=CC=CC=1.C(OC(N1C[C@H](OC)C[C@H]1CC(=O)CC(OCC)=O)=O)C1C=CC=CC=1. No catalyst specified. The product is [CH3:16][CH:14]1[CH2:15][N:11]2[C@H:12]([CH2:17][C:18](=[O:25])[CH2:19][CH2:20]2)[CH2:13]1. The yield is 0.340. (5) The reactants are [O:1]1[C:5]2[CH:6]=[CH:7][C:8]([C:10]3[CH:15]=[CH:14][C:13]([N:16]4[C:20]([CH2:21][C@@H:22]5[CH2:26][CH2:25][N:24]([C:27]([CH:29]6[CH2:31][CH2:30]6)=[O:28])[CH2:23]5)=[N:19][NH:18][C:17]4=[O:32])=[CH:12][CH:11]=3)=[CH:9][C:4]=2[CH:3]=[CH:2]1.C(=O)([O-])[O-].[K+].[K+].Cl[CH2:40][C:41]#[N:42]. The catalyst is CN(C)C=O. The product is [O:1]1[C:5]2[CH:6]=[CH:7][C:8]([C:10]3[CH:11]=[CH:12][C:13]([N:16]4[C:17](=[O:32])[N:18]([CH2:40][C:41]#[N:42])[N:19]=[C:20]4[CH2:21][C@@H:22]4[CH2:26][CH2:25][N:24]([C:27]([CH:29]5[CH2:30][CH2:31]5)=[O:28])[CH2:23]4)=[CH:14][CH:15]=3)=[CH:9][C:4]=2[CH:3]=[CH:2]1. The yield is 0.480. (6) The reactants are [H-].[Na+].[Br:3][C:4]1[S:5][C:6]2[CH2:7][C:8]3[C:14]([C:15]4[CH:20]=[CH:19][C:18]([O:21][CH3:22])=[CH:17][CH:16]=4)=[N:13][NH:12][C:9]=3[C:10]=2[CH:11]=1.[CH3:23][Si:24]([CH2:27][CH2:28][O:29][CH2:30]Cl)([CH3:26])[CH3:25]. The catalyst is C1COCC1. The product is [Br:3][C:4]1[S:5][C:6]2[CH2:7][C:8]3[C:14]([C:15]4[CH:20]=[CH:19][C:18]([O:21][CH3:22])=[CH:17][CH:16]=4)=[N:13][N:12]([CH2:30][O:29][CH2:28][CH2:27][Si:24]([CH3:26])([CH3:25])[CH3:23])[C:9]=3[C:10]=2[CH:11]=1. The yield is 0.790. (7) The reactants are Cl[C:2]1[C:7]([N+:8]([O-:10])=[O:9])=[CH:6][CH:5]=[C:4]([Cl:11])[N:3]=1.[Cu][C:13]#[N:14]. The catalyst is CN1CCCC1=O. The product is [Cl:11][C:4]1[N:3]=[C:2]([C:13]#[N:14])[C:7]([N+:8]([O-:10])=[O:9])=[CH:6][CH:5]=1. The yield is 0.390. (8) The reactants are [Br:1][C:2]1[CH:9]=[CH:8][C:5]([CH:6]=O)=[CH:4][C:3]=1[F:10].[CH3:11][C@H:12]1[CH2:17][O:16][CH2:15][C@H:14]([CH3:18])[NH:13]1.C(O[BH-](OC(=O)C)OC(=O)C)(=O)C.[Na+]. The catalyst is ClCCl. The product is [Br:1][C:2]1[CH:9]=[CH:8][C:5]([CH2:6][N:13]2[C@@H:14]([CH3:18])[CH2:15][O:16][CH2:17][C@@H:12]2[CH3:11])=[CH:4][C:3]=1[F:10]. The yield is 0.300.